Dataset: Forward reaction prediction with 1.9M reactions from USPTO patents (1976-2016). Task: Predict the product of the given reaction. (1) Given the reactants CO[C:3]([CH:5]1[CH2:10][CH2:9][CH2:8][CH2:7][N:6]1[CH2:11][C:12]1[CH:17]=[CH:16][CH:15]=[CH:14][N:13]=1)=[O:4].O[NH:19][C:20](=[NH:29])[C:21]1[CH:26]=[CH:25][CH:24]=[C:23]([O:27][CH3:28])[CH:22]=1.CC(C)([O-])C.[Na+], predict the reaction product. The product is: [CH3:28][O:27][C:23]1[CH:22]=[C:21]([C:20]2[N:19]=[C:3]([CH:5]3[CH2:10][CH2:9][CH2:8][CH2:7][N:6]3[CH2:11][C:12]3[CH:17]=[CH:16][CH:15]=[CH:14][N:13]=3)[O:4][N:29]=2)[CH:26]=[CH:25][CH:24]=1. (2) Given the reactants O.C(=O)([O-])[O-].[Cs+].[Cs+].Cl[C:9]1[CH:10]=[CH:11][C:12]2[CH2:13][N:14]([CH3:27])[CH2:15][CH:16]([C:20]3[CH:25]=[CH:24][CH:23]=[C:22]([Cl:26])[CH:21]=3)[O:17][C:18]=2[N:19]=1.[CH3:28][C:29]1[N:33]=[CH:32][N:31]([C:34]2[CH:35]=[CH:36][C:37]([NH2:40])=[N:38][CH:39]=2)[N:30]=1, predict the reaction product. The product is: [Cl:26][C:22]1[CH:21]=[C:20]([CH:16]2[CH2:15][N:14]([CH3:27])[CH2:13][C:12]3[CH:11]=[CH:10][C:9]([NH:40][C:37]4[CH:36]=[CH:35][C:34]([N:31]5[CH:32]=[N:33][C:29]([CH3:28])=[N:30]5)=[CH:39][N:38]=4)=[N:19][C:18]=3[O:17]2)[CH:25]=[CH:24][CH:23]=1. (3) Given the reactants [Br:1][C:2]1[CH:3]=[C:4]2[C:9](=[CH:10][CH:11]=1)[N:8]=[C:7]([Cl:12])[N:6]=[C:5]2Cl.CCN(C(C)C)C(C)C.[F:23][C:24]([F:34])([F:33])[C:25]1[CH:26]=[C:27]([CH2:31][NH2:32])[CH:28]=[CH:29][CH:30]=1, predict the reaction product. The product is: [Br:1][C:2]1[CH:3]=[C:4]2[C:9](=[CH:10][CH:11]=1)[N:8]=[C:7]([Cl:12])[N:6]=[C:5]2[NH:32][CH2:31][C:27]1[CH:28]=[CH:29][CH:30]=[C:25]([C:24]([F:23])([F:33])[F:34])[CH:26]=1.